From a dataset of Catalyst prediction with 721,799 reactions and 888 catalyst types from USPTO. Predict which catalyst facilitates the given reaction. (1) Reactant: [NH2:1][C:2]1[N:7]=[C:6]([C:8]([O:10][CH3:11])=[O:9])[CH:5]=[CH:4][C:3]=1Br.[H-].[Na+].[SH:15][CH2:16][C:17](OCC)=[O:18]. Product: [O:18]=[C:17]1[CH2:16][S:15][C:3]2[CH:4]=[CH:5][C:6]([C:8]([O:10][CH3:11])=[O:9])=[N:7][C:2]=2[NH:1]1. The catalyst class is: 9. (2) Reactant: C([Si](C)(C)[O:6][CH2:7][C@H:8]([CH2:19][N:20]1[CH:28]=[N:27][C:26]2[C:21]1=[N:22][C:23]([NH2:30])=[N:24][C:25]=2Cl)[C@H:9]([O:11][Si](C(C)(C)C)(C)C)[CH3:10])(C)(C)C.C(O)(C(F)(F)F)=[O:34]. Product: [NH2:30][C:23]1[NH:24][C:25](=[O:34])[C:26]2[N:27]=[CH:28][N:20]([CH2:19][C@H:8]([C@H:9]([OH:11])[CH3:10])[CH2:7][OH:6])[C:21]=2[N:22]=1. The catalyst class is: 6. (3) Reactant: [N+:1]([C:4]1[C:5]([C:9]([O:11][CH3:12])=[O:10])=[N:6][NH:7][CH:8]=1)([O-:3])=[O:2].[CH2:13](I)[CH3:14].C([O-])([O-])=O.[K+].[K+]. Product: [CH2:13]([N:6]1[C:5]([C:9]([O:11][CH3:12])=[O:10])=[C:4]([N+:1]([O-:3])=[O:2])[CH:8]=[N:7]1)[CH3:14]. The catalyst class is: 21. (4) The catalyst class is: 5. Product: [NH2:23][C:19]1[CH:18]=[C:17]([C:14]2[N:15]=[C:16]3[C:8]([C:6]([NH:5][C:1]([CH3:4])([CH3:3])[CH3:2])=[O:7])=[CH:9][N:10]([CH2:26][O:27][CH2:28][CH2:29][Si:30]([CH3:33])([CH3:32])[CH3:31])[C:11]3=[N:12][CH:13]=2)[CH:22]=[CH:21][CH:20]=1. Reactant: [C:1]([NH:5][C:6]([C:8]1[C:16]2[C:11](=[N:12][CH:13]=[C:14]([C:17]3[CH:22]=[CH:21][CH:20]=[C:19]([N+:23]([O-])=O)[CH:18]=3)[N:15]=2)[N:10]([CH2:26][O:27][CH2:28][CH2:29][Si:30]([CH3:33])([CH3:32])[CH3:31])[CH:9]=1)=[O:7])([CH3:4])([CH3:3])[CH3:2].Cl[Sn]Cl.N.O.